Dataset: Reaction yield outcomes from USPTO patents with 853,638 reactions. Task: Predict the reaction yield, written as a fraction of the theoretical maximum amount of product (1.0 means a 100% yield; for example, 0.34 means a 34% yield). (1) The reactants are [CH3:1][O:2][C:3]1[CH:4]=[C:5]([NH:11][C:12](=[O:17])[C:13]([F:16])([F:15])[F:14])[CH:6]=[C:7]([O:9][CH3:10])[CH:8]=1.[Sn](Cl)(Cl)(Cl)Cl.[C:23](Cl)(=[O:25])[CH3:24].O. The catalyst is C(Cl)Cl. The product is [C:23]([C:8]1[C:7]([O:9][CH3:10])=[CH:6][C:5]([NH:11][C:12](=[O:17])[C:13]([F:14])([F:16])[F:15])=[CH:4][C:3]=1[O:2][CH3:1])(=[O:25])[CH3:24]. The yield is 0.130. (2) The reactants are [Br:1][C:2]1[CH:7]=[C:6]([N+:8]([O-])=O)[CH:5]=[CH:4][C:3]=1[C:11]([CH3:16])([CH2:14][OH:15])[CH2:12]O.C(C=P(CCCC)(CCCC)CCCC)#N.O.O.[Sn](Cl)Cl. The catalyst is C1C=CC=CC=1. The product is [Br:1][C:2]1[CH:7]=[C:6]([CH:5]=[CH:4][C:3]=1[C:11]1([CH3:16])[CH2:14][O:15][CH2:12]1)[NH2:8]. The yield is 0.180.